This data is from Forward reaction prediction with 1.9M reactions from USPTO patents (1976-2016). The task is: Predict the product of the given reaction. (1) Given the reactants C(OC([N:8]1[CH2:14][CH2:13][CH2:12][N:11]([CH2:15][CH2:16][CH2:17][CH2:18][N:19]([C@@H:23]([CH3:35])[CH2:24][C:25]2[CH:30]=[CH:29][C:28]([S:31]([CH3:34])(=[O:33])=[O:32])=[CH:27][CH:26]=2)[CH2:20][CH2:21][CH3:22])[C:10](=[O:36])[CH2:9]1)=O)(C)(C)C.[ClH:37].C(=O)([O-])[O-].[Na+].[Na+], predict the reaction product. The product is: [ClH:37].[ClH:37].[CH3:34][S:31]([C:28]1[CH:29]=[CH:30][C:25]([CH2:24][C@@H:23]([N:19]([CH2:20][CH2:21][CH3:22])[CH2:18][CH2:17][CH2:16][CH2:15][N:11]2[CH2:12][CH2:13][CH2:14][NH:8][CH2:9][C:10]2=[O:36])[CH3:35])=[CH:26][CH:27]=1)(=[O:32])=[O:33]. (2) Given the reactants [CH:1]1([C:4]([C:6]2[CH:11]=[CH:10][C:9]([N:12]3[CH2:16][CH2:15][N:14]([C:17]4[CH:18]=[N:19][CH:20]=[CH:21][C:22]=4[CH3:23])[C:13]3=[O:24])=[CH:8][C:7]=2F)=O)[CH2:3][CH2:2]1.CO.O.[NH2:29][NH2:30], predict the reaction product. The product is: [CH:1]1([C:4]2[C:6]3[C:7](=[CH:8][C:9]([N:12]4[CH2:16][CH2:15][N:14]([C:17]5[CH:18]=[N:19][CH:20]=[CH:21][C:22]=5[CH3:23])[C:13]4=[O:24])=[CH:10][CH:11]=3)[NH:30][N:29]=2)[CH2:3][CH2:2]1. (3) Given the reactants Cl[C:2]1[C:7]([C:8]2[O:9][C:10]([CH3:13])=[CH:11][N:12]=2)=[CH:6][CH:5]=[C:4]([CH3:14])[N:3]=1.[CH2:15]([Sn](CCCC)(CCCC)C=C)[CH2:16]CC, predict the reaction product. The product is: [CH:15]([C:2]1[C:7]([C:8]2[O:9][C:10]([CH3:13])=[CH:11][N:12]=2)=[CH:6][CH:5]=[C:4]([CH3:14])[N:3]=1)=[CH2:16]. (4) Given the reactants [CH2:1]([NH2:8])[C:2]1[CH:7]=[CH:6][CH:5]=[CH:4][CH:3]=1.C(N(CC)CC)C.[F:16][C:17]([F:28])([F:27])[C:18](O[C:18](=O)[C:17]([F:28])([F:27])[F:16])=O.C(OC(OC([O-])=O)=O)(C)(C)C.[ClH:40].O1CCOCC1, predict the reaction product. The product is: [ClH:40].[CH2:1]([NH:8][CH2:18][C:17]([F:28])([F:27])[F:16])[C:2]1[CH:7]=[CH:6][CH:5]=[CH:4][CH:3]=1. (5) The product is: [N+:22]([C:15]1[CH:16]=[C:17]([CH:20]=[CH:21][C:14]=1[N:10]1[CH2:11][CH2:12][CH:7]([CH2:6][N:1]2[CH2:5][CH2:4][CH2:3][CH2:2]2)[CH2:8][CH2:9]1)[CH:18]=[O:19])([O-:24])=[O:23]. Given the reactants [N:1]1([CH2:6][CH:7]2[CH2:12][CH2:11][NH:10][CH2:9][CH2:8]2)[CH2:5][CH2:4][CH2:3][CH2:2]1.F[C:14]1[CH:21]=[CH:20][C:17]([CH:18]=[O:19])=[CH:16][C:15]=1[N+:22]([O-:24])=[O:23], predict the reaction product.